From a dataset of Full USPTO retrosynthesis dataset with 1.9M reactions from patents (1976-2016). Predict the reactants needed to synthesize the given product. (1) The reactants are: [CH3:1][N:2]([CH3:24])[CH2:3][CH2:4][NH:5][C:6]([C:8]1[NH:9][C:10]2[C:15]([C:16]=1[C:17]1[CH:22]=[CH:21][CH:20]=[CH:19][CH:18]=1)=[CH:14][C:13]([NH2:23])=[CH:12][CH:11]=2)=[O:7].[C:25]([C:29]1[CH:34]=[CH:33][C:32]([S:35](Cl)(=[O:37])=[O:36])=[CH:31][CH:30]=1)([CH3:28])([CH3:27])[CH3:26].ClCCl.CO. Given the product [CH3:1][N:2]([CH3:24])[CH2:3][CH2:4][NH:5][C:6]([C:8]1[NH:9][C:10]2[C:15]([C:16]=1[C:17]1[CH:22]=[CH:21][CH:20]=[CH:19][CH:18]=1)=[CH:14][C:13]([NH:23][S:35]([C:32]1[CH:33]=[CH:34][C:29]([C:25]([CH3:28])([CH3:27])[CH3:26])=[CH:30][CH:31]=1)(=[O:37])=[O:36])=[CH:12][CH:11]=2)=[O:7], predict the reactants needed to synthesize it. (2) The reactants are: [CH3:1][C:2]1([CH:18]2[CH2:23][CH2:22][CH2:21][CH:20]([CH3:24])[CH2:19]2)[NH:6][C:5](=[O:7])[N:4]([CH2:8][C:9](=[O:16])[C:10]2[CH:15]=[CH:14][CH:13]=[CH:12][CH:11]=2)[C:3]1=[O:17].[CH3:25]I. Given the product [CH3:25][N:6]1[C:2]([CH3:1])([CH:18]2[CH2:23][CH2:22][CH2:21][CH:20]([CH3:24])[CH2:19]2)[C:3](=[O:17])[N:4]([CH2:8][C:9](=[O:16])[C:10]2[CH:11]=[CH:12][CH:13]=[CH:14][CH:15]=2)[C:5]1=[O:7], predict the reactants needed to synthesize it. (3) Given the product [OH:10][C:4]1[C:5]([CH3:9])=[CH:6][C:7]([C:16]([NH:18][OH:19])=[NH:17])=[CH:8][C:3]=1[O:2][CH3:1], predict the reactants needed to synthesize it. The reactants are: [CH3:1][O:2][C:3]1[CH:8]=[CH:7][CH:6]=[C:5]([CH3:9])[C:4]=1[OH:10].C(C1C=C(C=C(C)C=1O)[C:16]([NH:18][OH:19])=[NH:17])C. (4) Given the product [C:1]([O:5][C:6](=[O:20])[CH2:7][O:8][C:9]1[CH:18]=[CH:17][C:16]2[C:11](=[CH:12][CH:13]=[CH:14][CH:15]=2)[C:10]=1[C:22]#[C:21][C:23]1[CH:28]=[CH:27][CH:26]=[C:25]([S:29]([CH2:32][CH2:33][CH3:34])(=[O:31])=[O:30])[CH:24]=1)([CH3:4])([CH3:3])[CH3:2], predict the reactants needed to synthesize it. The reactants are: [C:1]([O:5][C:6](=[O:20])[CH2:7][O:8][C:9]1[CH:18]=[CH:17][C:16]2[C:11](=[CH:12][CH:13]=[CH:14][CH:15]=2)[C:10]=1Br)([CH3:4])([CH3:3])[CH3:2].[C:21]([C:23]1[CH:28]=[CH:27][CH:26]=[C:25]([S:29]([CH2:32][CH2:33][CH3:34])(=[O:31])=[O:30])[CH:24]=1)#[CH:22].C1C=CC(P(C2C=CC=CC=2)C2C=CC=CC=2)=CC=1.N1CCCCC1. (5) Given the product [P:3]([OH:7])([OH:6])([OH:5])=[O:4].[C:10]([OH:22])(=[O:21])[CH2:11][C:12]([CH2:17][C:18]([OH:20])=[O:19])([C:14]([OH:16])=[O:15])[OH:13], predict the reactants needed to synthesize it. The reactants are: O.O.[P:3]([O-:7])([OH:6])([OH:5])=[O:4].[Na+].O.[C:10]([OH:22])(=[O:21])[CH2:11][C:12]([CH2:17][C:18]([OH:20])=[O:19])([C:14]([OH:16])=[O:15])[OH:13].O.O.O.O.O.O.O.O.O.O.O.O.P([O-])([O-])(O)=O.[Na+].[Na+].O.O.C([O-])(=O)CC(CC([O-])=O)(C([O-])=O)O.[Na+].[Na+].[Na+]. (6) Given the product [OH:34][CH2:36][C@H:35]([CH:40]1[C@:21]2([CH3:20])[CH:22]([CH:23]([OH:28])[CH2:24][CH2:25][CH2:26]2)[CH2:38][CH2:39]1)[CH3:41], predict the reactants needed to synthesize it. The reactants are: C[C@@H]([C@@H]1[C@@]2(C)CCC/C(=C\[CH:20]=[C:21]3\[CH2:22][C@@H:23]([OH:28])[CH2:24][CH2:25][C:26]\3=C)/[C@@H]2CC1)/C=C/[C@@H](C(C)C)C.ClCCl.C[OH:34].[C:35]1([CH3:41])[CH:40]=[CH:39][CH:38]=C[CH:36]=1. (7) Given the product [OH:17][C:12]1[C:13]([C:14](=[O:16])[CH3:15])=[C:3]([OH:4])[C:5]2[C:10]([N:11]=1)=[N:9][CH:8]=[CH:7][N:6]=2, predict the reactants needed to synthesize it. The reactants are: CO[C:3]([C:5]1[C:10]([NH:11][C:12](=[O:17])[CH2:13][C:14](=[O:16])[CH3:15])=[N:9][CH:8]=[CH:7][N:6]=1)=[O:4].C[O-].[Na+]. (8) Given the product [CH3:18][CH2:17][CH2:16][CH2:15][CH2:14][CH2:13][CH2:12][CH2:11][CH2:10][CH2:9][CH2:8][CH2:7][CH2:6][CH2:5][CH2:4][CH2:3][CH2:2][C:1]([O:20][N:22]1[C:26](=[O:27])[CH2:25][CH2:24][C:23]1=[O:28])=[O:19], predict the reactants needed to synthesize it. The reactants are: [C:1]([OH:20])(=[O:19])[CH2:2][CH2:3][CH2:4][CH2:5][CH2:6][CH2:7][CH2:8][CH2:9][CH2:10][CH2:11][CH2:12][CH2:13][CH2:14][CH2:15][CH2:16][CH2:17][CH3:18].O[N:22]1[C:26](=[O:27])[CH2:25][CH2:24][C:23]1=[O:28].Cl.C(N=C=NCCCN(C)C)C.S([O-])([O-])(=O)=O.[Mg+2].